From a dataset of Forward reaction prediction with 1.9M reactions from USPTO patents (1976-2016). Predict the product of the given reaction. (1) Given the reactants C(OC([N:8]1[CH2:13][CH2:12][CH:11]([NH:14][CH2:15][C:16]2[CH:21]=[CH:20][C:19]([CH3:22])=[C:18]([O:23][C:24]([F:27])([F:26])[F:25])[CH:17]=2)[CH2:10][CH2:9]1)=O)(C)(C)C.Cl, predict the reaction product. The product is: [CH3:22][C:19]1[CH:20]=[CH:21][C:16]([CH2:15][NH:14][CH:11]2[CH2:10][CH2:9][NH:8][CH2:13][CH2:12]2)=[CH:17][C:18]=1[O:23][C:24]([F:26])([F:25])[F:27]. (2) The product is: [OH:17][C@H:16]([CH3:18])[CH2:15][N:4]1[CH2:5][CH2:6][C@H:7]([O:8][C:9](=[O:14])[C:10]([CH3:13])([CH3:12])[CH3:11])[C@@H:2]([CH3:1])[CH2:3]1. Given the reactants [CH3:1][C@@H:2]1[C@@H:7]([O:8][C:9](=[O:14])[C:10]([CH3:13])([CH3:12])[CH3:11])[CH2:6][CH2:5][NH:4][CH2:3]1.[CH3:15][C@@H:16]1[CH2:18][O:17]1, predict the reaction product.